Dataset: Reaction yield outcomes from USPTO patents with 853,638 reactions. Task: Predict the reaction yield, written as a fraction of the theoretical maximum amount of product (1.0 means a 100% yield; for example, 0.34 means a 34% yield). The reactants are [Cl:1][C:2]1[N:7]=[C:6]([NH2:8])[C:5]([CH3:9])=[CH:4][N:3]=1.Br[C:11]1[C:19]2[O:18][CH2:17][O:16][C:15]=2[CH:14]=[CH:13][CH:12]=1.CC1(C)C2C(=C(P(C3C=CC=CC=3)C3C=CC=CC=3)C=CC=2)OC2C(P(C3C=CC=CC=3)C3C=CC=CC=3)=CC=CC1=2.C(=O)([O-])[O-].[Cs+].[Cs+]. The catalyst is O1CCOCC1.C(Cl)Cl.C1C=CC(/C=C/C(/C=C/C2C=CC=CC=2)=O)=CC=1.C1C=CC(/C=C/C(/C=C/C2C=CC=CC=2)=O)=CC=1.C1C=CC(/C=C/C(/C=C/C2C=CC=CC=2)=O)=CC=1.[Pd].[Pd]. The product is [O:16]1[C:15]2[CH:14]=[CH:13][CH:12]=[C:11]([NH:8][C:6]3[C:5]([CH3:9])=[CH:4][N:3]=[C:2]([Cl:1])[N:7]=3)[C:19]=2[O:18][CH2:17]1. The yield is 0.390.